From a dataset of Catalyst prediction with 721,799 reactions and 888 catalyst types from USPTO. Predict which catalyst facilitates the given reaction. (1) Reactant: [ClH:1].[CH3:2][N:3]([CH3:22])[C@@H:4]1[CH2:13][CH2:12][C:11]2[C:6](=[CH:7][CH:8]=[CH:9][C:10]=2[C:14]2[C:15]([CH3:21])=[N:16][N:17]([CH3:20])[C:18]=2[CH3:19])[CH2:5]1. Product: [ClH:1].[CH3:22][N:3]([CH3:2])[C@@H:4]1[CH2:13][CH2:12][C:11]2[C:6](=[CH:7][CH:8]=[CH:9][C:10]=2[C:14]2[C:15]([CH3:21])=[N:16][N:17]([CH3:20])[C:18]=2[CH3:19])[CH2:5]1. The catalyst class is: 28. (2) Reactant: [C:1]([C:3]1[C:8]([NH:9][C@@H:10]([CH3:14])[CH2:11][O:12][CH3:13])=[CH:7][C:6]([CH3:15])=[C:5]([C:16]2[CH:21]=[CH:20][C:19]([O:22][C:23]([F:26])([F:25])[F:24])=[CH:18][C:17]=2[O:27][CH3:28])[N:4]=1)#[CH:2].C(O[K])(C)(C)C. Product: [CH3:13][O:12][CH2:11][C@@H:10]([N:9]1[C:8]2[C:3](=[N:4][C:5]([C:16]3[CH:21]=[CH:20][C:19]([O:22][C:23]([F:24])([F:25])[F:26])=[CH:18][C:17]=3[O:27][CH3:28])=[C:6]([CH3:15])[CH:7]=2)[CH:1]=[CH:2]1)[CH3:14]. The catalyst class is: 296. (3) Reactant: [C:1]([C:3]1[CH:4]=[C:5]([C:13]([OH:15])=O)[C:6]2[C:11]([CH:12]=1)=[CH:10][CH:9]=[CH:8][CH:7]=2)#[N:2].C(Cl)(=O)C([Cl:19])=O.CN(C=O)C. Product: [C:1]([C:3]1[CH:4]=[C:5]([C:13]([Cl:19])=[O:15])[C:6]2[C:11]([CH:12]=1)=[CH:10][CH:9]=[CH:8][CH:7]=2)#[N:2]. The catalyst class is: 2. (4) Reactant: [ClH:1].Cl.[N+:3]([C:6]1[CH:18]=[CH:17][C:9]([CH2:10][N:11]2[CH2:16][CH2:15][NH:14][CH2:13][CH2:12]2)=[CH:8][CH:7]=1)([O-:5])=[O:4].C(N(CC)CC)C.[Cl:26][CH2:27][C:28]([C:30]1[CH:35]=[CH:34][CH:33]=[CH:32][CH:31]=1)=[O:29]. Product: [ClH:26].[ClH:1].[N+:3]([C:6]1[CH:18]=[CH:17][C:9]([CH2:10][N:11]2[CH2:16][CH2:15][N:14]([CH2:27][C:28]([C:30]3[CH:35]=[CH:34][CH:33]=[CH:32][CH:31]=3)=[O:29])[CH2:13][CH2:12]2)=[CH:8][CH:7]=1)([O-:5])=[O:4]. The catalyst class is: 48. (5) The catalyst class is: 7. Reactant: C[O:2][C:3]([C@@H:5]1[CH2:9][C@@H:8]([C:10]2[CH:15]=[CH:14][CH:13]=[CH:12][CH:11]=2)[CH2:7][N:6]1[C:16]([O:18][C:19]([CH3:22])([CH3:21])[CH3:20])=[O:17])=O.[H-].[Al+3].[Li+].[H-].[H-].[H-].O1CCCC1.O. Product: [C:19]([O:18][C:16]([N:6]1[CH2:7][C@H:8]([C:10]2[CH:11]=[CH:12][CH:13]=[CH:14][CH:15]=2)[CH2:9][C@H:5]1[CH2:3][OH:2])=[O:17])([CH3:22])([CH3:21])[CH3:20]. (6) Reactant: Br[CH:2]1[CH2:10][CH2:9][C:8]2[NH:7][N:6]=[CH:5][C:4]=2[C:3]1=[O:11].C(=O)([O-])[O-].[Li+].[Li+].[Br-].[Li+]. Product: [NH:7]1[C:8]2[CH:9]=[CH:10][CH:2]=[C:3]([OH:11])[C:4]=2[CH:5]=[N:6]1. The catalyst class is: 9.